Dataset: Forward reaction prediction with 1.9M reactions from USPTO patents (1976-2016). Task: Predict the product of the given reaction. (1) Given the reactants Cl.Cl.[F:3][C:4]([F:24])([F:23])[C:5]([C:11]1[CH:16]=[CH:15][C:14]([N:17]2[CH2:22][CH2:21][NH:20][CH2:19][CH2:18]2)=[CH:13][CH:12]=1)([OH:10])[C:6]([F:9])([F:8])[F:7].C([N:27](CC)CC)C.Cl[C:33]1[N:38]=[CH:37][C:36]([S:39](Cl)(=[O:41])=[O:40])=[CH:35][CH:34]=1.[OH-].[NH4+], predict the reaction product. The product is: [NH2:27][C:33]1[N:38]=[CH:37][C:36]([S:39]([N:20]2[CH2:21][CH2:22][N:17]([C:14]3[CH:13]=[CH:12][C:11]([C:5]([OH:10])([C:6]([F:9])([F:8])[F:7])[C:4]([F:3])([F:23])[F:24])=[CH:16][CH:15]=3)[CH2:18][CH2:19]2)(=[O:41])=[O:40])=[CH:35][CH:34]=1. (2) Given the reactants [F:1][C:2]1[C:7]([F:8])=[CH:6][C:5]([S:9][C:10]2[N:11](CC3C=CC(OC)=CC=3)[C:12]3[CH:17]=[CH:16][N:15]=[C:14]([NH2:18])[C:13]=3[N:19]=2)=[C:4]([I:29])[CH:3]=1.C(O)(C(F)(F)F)=O.FC1C=CC(I)=C(SC2NC3C=CN=C(N)C=3N=2)C=1, predict the reaction product. The product is: [F:1][C:2]1[C:7]([F:8])=[CH:6][C:5]([S:9][C:10]2[NH:11][C:12]3[CH:17]=[CH:16][N:15]=[C:14]([NH2:18])[C:13]=3[N:19]=2)=[C:4]([I:29])[CH:3]=1. (3) The product is: [OH:21][CH2:20][CH2:19][NH:18][C:7]([C@@H:2]1[CH2:3][O:4][CH2:5][CH2:6][N:1]1[C:11]([O:13][C:14]([CH3:17])([CH3:16])[CH3:15])=[O:12])=[O:9]. Given the reactants [N:1]1([C:11]([O:13][C:14]([CH3:17])([CH3:16])[CH3:15])=[O:12])[CH2:6][CH2:5][O:4][CH2:3][C@H:2]1[C:7]([O:9]C)=O.[NH2:18][CH2:19][CH2:20][OH:21], predict the reaction product. (4) The product is: [F:21][C:17]1[N:16]=[C:15]([C:6]2[C:7]([O:9][CH3:10])=[N:8][C:3]([O:2][CH3:1])=[N:4][CH:5]=2)[CH:20]=[CH:19][CH:18]=1. Given the reactants [CH3:1][O:2][C:3]1[N:8]=[C:7]([O:9][CH3:10])[C:6](B(O)O)=[CH:5][N:4]=1.Br[C:15]1[CH:20]=[CH:19][CH:18]=[C:17]([F:21])[N:16]=1.C([O-])([O-])=O.[Na+].[Na+].C1C=CC(P(C2C=CC=CC=2)C2C=CC=CC=2)=CC=1, predict the reaction product.